Task: Predict which catalyst facilitates the given reaction.. Dataset: Catalyst prediction with 721,799 reactions and 888 catalyst types from USPTO (1) Reactant: C(OC(=O)[NH:7][C:8]1[CH:13]=[CH:12][C:11]([O:14][CH3:15])=[CH:10][C:9]=1[NH:16][C:17](=[O:33])[CH2:18][C:19](=O)[C:20]1[CH:25]=[CH:24][CH:23]=[C:22]([C:26]2[CH:31]=[CH:30][N:29]=[CH:28][CH:27]=2)[CH:21]=1)(C)(C)C.C(O)(C(F)(F)F)=O. Product: [CH3:15][O:14][C:11]1[CH:12]=[CH:13][C:8]2[N:7]=[C:19]([C:20]3[CH:25]=[CH:24][CH:23]=[C:22]([C:26]4[CH:31]=[CH:30][N:29]=[CH:28][CH:27]=4)[CH:21]=3)[CH2:18][C:17](=[O:33])[NH:16][C:9]=2[CH:10]=1. The catalyst class is: 2. (2) Reactant: [Cl:1][C:2]1[C:10]2[N:9]=[C:8]3[N:11]([C:15]4[CH:20]=[CH:19][C:18]([Cl:21])=[CH:17][C:16]=4[Cl:22])[CH2:12][CH2:13][CH2:14][N:7]3[C:6]=2[C:5]([CH:23]([CH:25]2[CH2:27][CH2:26]2)[OH:24])=[CH:4][CH:3]=1.[CH:28]1([C:31](O)=[O:32])[CH2:30][CH2:29]1.C(N(CC)CC)C.Cl.C(N=C=NCCCN(C)C)C.[Cl-].[NH4+]. Product: [CH:28]1([C:31]([O:24][CH:23]([CH:25]2[CH2:27][CH2:26]2)[C:5]2[C:6]3[N:7]4[CH2:14][CH2:13][CH2:12][N:11]([C:15]5[CH:20]=[CH:19][C:18]([Cl:21])=[CH:17][C:16]=5[Cl:22])[C:8]4=[N:9][C:10]=3[C:2]([Cl:1])=[CH:3][CH:4]=2)=[O:32])[CH2:30][CH2:29]1. The catalyst class is: 367. (3) Reactant: [NH2:1][C:2]1[CH:3]=[CH:4][C:5]([Cl:14])=[C:6]([CH:13]=1)[C:7]([NH:9][CH:10]1[CH2:12][CH2:11]1)=[O:8].N1C=CC=CC=1.[Cl:21][C:22]1[CH:30]=[CH:29][C:28]([CH2:31][NH:32][C:33]([C:35]2[S:36][C:37]([Cl:40])=[CH:38][CH:39]=2)=[O:34])=[CH:27][C:23]=1[C:24](Cl)=[O:25]. Product: [Cl:14][C:5]1[CH:4]=[CH:3][C:2]([NH:1][C:24](=[O:25])[C:23]2[CH:27]=[C:28]([CH2:31][NH:32][C:33]([C:35]3[S:36][C:37]([Cl:40])=[CH:38][CH:39]=3)=[O:34])[CH:29]=[CH:30][C:22]=2[Cl:21])=[CH:13][C:6]=1[C:7]([NH:9][CH:10]1[CH2:11][CH2:12]1)=[O:8]. The catalyst class is: 47.